From a dataset of Forward reaction prediction with 1.9M reactions from USPTO patents (1976-2016). Predict the product of the given reaction. (1) Given the reactants [CH3:1][O:2][C:3](=[O:15])[C:4]1[CH:9]=[C:8]([N+:10]([O-])=O)[C:7]([OH:13])=[C:6]([Cl:14])[CH:5]=1, predict the reaction product. The product is: [CH3:1][O:2][C:3](=[O:15])[C:4]1[CH:5]=[C:6]([Cl:14])[C:7]([OH:13])=[C:8]([NH2:10])[CH:9]=1. (2) The product is: [NH:8]1[CH2:12][CH2:11][C@@H:10]([C:13]2[CH:17]=[C:16]([OH:18])[NH:15][N:14]=2)[CH2:9]1. Given the reactants C(OC([N:8]1[CH2:12][CH2:11][C@@H:10]([C:13]2[CH:17]=[C:16]([OH:18])[NH:15][N:14]=2)[CH2:9]1)=O)(C)(C)C.Cl, predict the reaction product. (3) The product is: [N:1]1[N:5]2[CH:6]=[CH:7][CH:8]=[N:9][C:4]2=[C:3]([C:10]([Cl:15])=[O:12])[CH:2]=1. Given the reactants [N:1]1[N:5]2[CH:6]=[CH:7][CH:8]=[N:9][C:4]2=[C:3]([C:10]([OH:12])=O)[CH:2]=1.S(Cl)([Cl:15])=O, predict the reaction product. (4) Given the reactants C([O-])(=O)C.C([O-])(=O)C.C([O-])(=O)C.[Cl:13][C:14]1[CH:19]=[C:18]([CH3:20])[CH:17]=[CH:16][C:15]=1[Pb+3].[F:22][CH:23]([F:38])[CH2:24][N:25]1[C:34]2[C:29](=[N:30][CH:31]=[CH:32][N:33]=2)[C:28](=[O:35])[CH2:27][S:26]1(=[O:37])=[O:36].[C:39](Cl)(=[O:43])[CH:40]([CH3:42])[CH3:41], predict the reaction product. The product is: [Cl:13][C:14]1[CH:19]=[C:18]([CH3:20])[CH:17]=[CH:16][C:15]=1[C:27]1[S:26](=[O:36])(=[O:37])[N:25]([CH2:24][CH:23]([F:22])[F:38])[C:34]2[C:29]([C:28]=1[O:35][C:39](=[O:43])[CH:40]([CH3:42])[CH3:41])=[N:30][CH:31]=[CH:32][N:33]=2. (5) Given the reactants [F:1][C:2]1[C:7]2[N:8]([CH3:12])[C:9](=[O:11])[NH:10][C:6]=2[CH:5]=[CH:4][C:3]=1[O:13][CH3:14].[H-].[Na+].Br[CH2:18][C:19]([CH3:22])([CH3:21])[CH3:20], predict the reaction product. The product is: [CH3:18][C:19]([CH3:22])([CH3:21])[CH2:20][N:10]1[C:6]2[CH:5]=[CH:4][C:3]([O:13][CH3:14])=[C:2]([F:1])[C:7]=2[N:8]([CH3:12])[C:9]1=[O:11].